Task: Predict the product of the given reaction.. Dataset: Forward reaction prediction with 1.9M reactions from USPTO patents (1976-2016) (1) Given the reactants [H-].[Na+].[CH3:3][N:4]([CH3:8])[CH2:5][CH2:6][OH:7].[Br:9][C:10]1[CH:11]=[N:12][C:13](Cl)=[N:14][CH:15]=1, predict the reaction product. The product is: [Br:9][C:10]1[CH:11]=[N:12][C:13]([O:7][CH2:6][CH2:5][N:4]([CH3:8])[CH3:3])=[N:14][CH:15]=1. (2) Given the reactants C[CH2:2][N:3](C(C)C)C(C)C.NC.Cl.[Cl:13][C:14]1[CH:19]=[C:18]([C:20](=[O:24])[N:21]([CH3:23])[CH3:22])[CH:17]=[CH:16][C:15]=1[N:25]([CH3:45])[C:26]([C:28]1[S:44][C:31]2[C:32]3[CH:40]=[CH:39][C:38]([C:41]([OH:43])=O)=[CH:37][C:33]=3[O:34][CH2:35][CH2:36][C:30]=2[CH:29]=1)=[O:27].CN(C(ON1N=NC2C=CC=NC1=2)=[N+](C)C)C.F[P-](F)(F)(F)(F)F, predict the reaction product. The product is: [Cl:13][C:14]1[CH:19]=[C:18]([C:20](=[O:24])[N:21]([CH3:23])[CH3:22])[CH:17]=[CH:16][C:15]=1[N:25]([CH3:45])[C:26]([C:28]1[S:44][C:31]2[C:32]3[CH:40]=[CH:39][C:38]([C:41]([NH:3][CH3:2])=[O:43])=[CH:37][C:33]=3[O:34][CH2:35][CH2:36][C:30]=2[CH:29]=1)=[O:27]. (3) Given the reactants [NH:1]1[C:9]2[C:4](=[CH:5][CH:6]=[CH:7][C:8]=2[C:10]([OH:13])([CH3:12])[CH3:11])[CH:3]=[N:2]1.[I:14]I.[OH-].[K+], predict the reaction product. The product is: [I:14][C:3]1[C:4]2[C:9](=[C:8]([C:10]([OH:13])([CH3:11])[CH3:12])[CH:7]=[CH:6][CH:5]=2)[NH:1][N:2]=1. (4) Given the reactants [N:1]1([S:7]([C:10]2[CH:16]=[CH:15][C:13]([NH2:14])=[CH:12][CH:11]=2)(=[O:9])=[O:8])[CH2:6][CH2:5][CH2:4][CH2:3][CH2:2]1.[N+:17]([C:20]1[O:24][C:23]([C:25](Cl)=[O:26])=[CH:22][CH:21]=1)([O-:19])=[O:18].C(#N)C, predict the reaction product. The product is: [N:1]1([S:7]([C:10]2[CH:16]=[CH:15][C:13]([NH:14][C:25]([C:23]3[O:24][C:20]([N+:17]([O-:19])=[O:18])=[CH:21][CH:22]=3)=[O:26])=[CH:12][CH:11]=2)(=[O:9])=[O:8])[CH2:2][CH2:3][CH2:4][CH2:5][CH2:6]1. (5) Given the reactants [CH:1]([C:3]1[CH:8]=[CH:7][CH:6]=[CH:5][C:4]=1[S:9]([O-:12])(=O)=[O:10])=O.[Na+].S(Cl)(Cl)=O.C(C1C=CC=CC=1S(Cl)(=O)=O)=O.[NH2:30][NH2:31], predict the reaction product. The product is: [S:9]1(=[O:12])(=[O:10])[C:4]2[CH:5]=[CH:6][CH:7]=[CH:8][C:3]=2[CH:1]=[N:31][NH:30]1. (6) Given the reactants C(OC=C)(=O)C.CCCC[Sn](Cl)(O[Sn](Cl)(C[CH2:23][CH2:24][CH3:25])CCCC)CCCC.[C:28]([O:31][CH2:32][C:33]1[CH:34]=[CH:35][C:36]([CH2:40][C:41]2[CH:46]=[CH:45][C:44](OC)=[CH:43][CH:42]=2)=[C:37]([OH:39])[CH:38]=1)(=[O:30])[CH3:29], predict the reaction product. The product is: [C:28]([O:31][CH2:32][C:33]1[CH:34]=[CH:35][C:36]([CH2:40][C:41]2[CH:42]=[CH:43][C:44]([CH:23]3[CH2:24][CH2:25]3)=[CH:45][CH:46]=2)=[C:37]([OH:39])[CH:38]=1)(=[O:30])[CH3:29]. (7) The product is: [CH:1]1([CH2:4][O:5][C:6]2[C:11]([O:12][CH3:13])=[CH:10][CH:9]=[CH:8][C:7]=2/[CH:14]=[CH:15]/[C:16]2[N:17]=[C:18]3[N:22]([C:23]=2[C:24]([NH:34][C:33]2[CH:35]=[CH:36][C:30]([O:29][C:28]([F:27])([F:37])[F:38])=[CH:31][CH:32]=2)=[O:26])[CH:21]=[CH:20][S:19]3)[CH2:3][CH2:2]1. Given the reactants [CH:1]1([CH2:4][O:5][C:6]2[C:11]([O:12][CH3:13])=[CH:10][CH:9]=[CH:8][C:7]=2/[CH:14]=[CH:15]/[C:16]2[N:17]=[C:18]3[N:22]([C:23]=2[C:24]([OH:26])=O)[CH:21]=[CH:20][S:19]3)[CH2:3][CH2:2]1.[F:27][C:28]([F:38])([F:37])[O:29][C:30]1[CH:36]=[CH:35][C:33]([NH2:34])=[CH:32][CH:31]=1.CCN=C=NCCCN(C)C.Cl, predict the reaction product. (8) Given the reactants [F:1][C:2]1[C:7]([F:8])=[CH:6][C:5]([CH:9]2[C:17]3[C:12](=[CH:13][CH:14]=[CH:15][CH:16]=3)[N:11]([CH:18]([C:25]3[CH:30]=[CH:29][CH:28]=[CH:27][CH:26]=3)[C:19]3[CH:24]=[CH:23][CH:22]=[CH:21][CH:20]=3)[C:10]2=[O:31])=[C:4]([OH:32])[CH:3]=1.[C:33]1(C(C2C=CC=CC=2)N2C3C(=CC=CC=3)C(C3C=C(C)C(OC)=CC=3O)C2=O)C=CC=CC=1, predict the reaction product. The product is: [C:19]1([CH:18]([C:25]2[CH:26]=[CH:27][CH:28]=[CH:29][CH:30]=2)[N:11]2[C:12]3[C:17](=[CH:16][CH:15]=[CH:14][CH:13]=3)[C:9]3([C:5]4[CH:6]=[C:7]([F:8])[C:2]([F:1])=[CH:3][C:4]=4[O:32][CH2:33]3)[C:10]2=[O:31])[CH:24]=[CH:23][CH:22]=[CH:21][CH:20]=1. (9) Given the reactants [OH:1][C@H:2]1[CH2:24][CH2:23][C@@:22]2([CH3:25])[C:4](=[CH:5][CH2:6][C@@H:7]3[C@@H:21]2[CH2:20][C@@H:19]([OH:26])[C@@:18]2([CH3:27])[C@:8]3([OH:28])[CH2:9][CH2:10][C@@H:11]2[C:12]2(OCCO2)[CH3:13])[CH2:3]1, predict the reaction product. The product is: [OH:1][C@H:2]1[CH2:24][CH2:23][C@@:22]2([CH3:25])[C:4](=[CH:5][CH2:6][C@@H:7]3[C@@H:21]2[CH2:20][C@@H:19]([OH:26])[C@@:18]2([CH3:27])[C@:8]3([OH:28])[CH2:9][CH2:10][C@@H:11]2[CH2:12][CH3:13])[CH2:3]1. (10) Given the reactants [Cl:1][C:2]1[CH:3]=[C:4]([CH:6]=[CH:7][C:8]=1[Cl:9])[NH2:5].[C:10]([N:17]1[CH2:22][CH2:21][CH:20]([CH:23]([CH3:27])C(O)=O)[CH2:19][CH2:18]1)([O:12][C:13]([CH3:16])([CH3:15])[CH3:14])=[O:11].Cl.[C:29](O)(=[O:31])C.C(=O)([O-])O.[Na+], predict the reaction product. The product is: [C:13]([O:12][C:10]([N:17]1[CH2:18][CH2:19][CH:20]([CH2:23][CH2:27][C:29](=[O:31])[NH:5][C:4]2[CH:6]=[CH:7][C:8]([Cl:9])=[C:2]([Cl:1])[CH:3]=2)[CH2:21][CH2:22]1)=[O:11])([CH3:14])([CH3:15])[CH3:16].